Dataset: Full USPTO retrosynthesis dataset with 1.9M reactions from patents (1976-2016). Task: Predict the reactants needed to synthesize the given product. (1) The reactants are: CN(C)[CH:3]=[O:4].P(Cl)(Cl)(Cl)=O.[CH2:11]([N:16]1[C:28]2[CH:27]=[CH:26][CH:25]=[CH:24][C:23]=2[C:22]2[C:17]1=[CH:18][CH:19]=[CH:20][CH:21]=2)[CH2:12][CH2:13][CH2:14][CH3:15]. Given the product [CH2:11]([N:16]1[C:17]2[CH:18]=[CH:19][C:20]([CH:3]=[O:4])=[CH:21][C:22]=2[C:23]2[C:28]1=[CH:27][CH:26]=[CH:25][CH:24]=2)[CH2:12][CH2:13][CH2:14][CH3:15], predict the reactants needed to synthesize it. (2) Given the product [NH2:25][C@@H:20]([CH2:21][CH:22]([CH3:24])[CH3:23])[CH2:19][O:18][C:17]1[C:2]([F:1])=[CH:3][C:4]2[C:13]3[C:8](=[CH:9][N:10]=[CH:11][CH:12]=3)[C:7](=[O:14])[N:6]([CH3:15])[C:5]=2[CH:16]=1, predict the reactants needed to synthesize it. The reactants are: [F:1][C:2]1[C:17]([O:18][CH2:19][C@@H:20]([NH:25]C(=O)OC(C)(C)C)[CH2:21][CH:22]([CH3:24])[CH3:23])=[CH:16][C:5]2[N:6]([CH3:15])[C:7](=[O:14])[C:8]3[C:13]([C:4]=2[CH:3]=1)=[CH:12][CH:11]=[N:10][CH:9]=3.Cl. (3) Given the product [F:1][C:2]1[CH:7]=[CH:6][C:5]([S:8][C:9]2[N:10]=[C:11]([NH:18][C:19]3[CH:20]=[C:21]([CH3:33])[NH:22][N:23]=3)[C:12]3[CH:17]=[CH:16][NH:15][C:13]=3[N:14]=2)=[CH:4][CH:3]=1, predict the reactants needed to synthesize it. The reactants are: [F:1][C:2]1[CH:7]=[CH:6][C:5]([S:8][C:9]2[N:10]=[C:11]([NH:18][C:19]3[N:23](CC4C=CC(OC)=CC=4)[N:22]=[C:21]([CH3:33])[CH:20]=3)[C:12]3[CH:17]=[CH:16][NH:15][C:13]=3[N:14]=2)=[CH:4][CH:3]=1.FC1C=CC(SC2N=C(NC3N(CC4C=CC(OC)=CC=4)N=CC=3)C3C=CNC=3N=2)=CC=1. (4) Given the product [CH2:1]([O:8][C:9]([N:11]1[CH2:16][CH2:15][N:14]([C:21]([C:20]([O:19][CH2:17][CH3:18])=[O:25])([CH3:23])[CH3:22])[CH2:13][CH2:12]1)=[O:10])[C:2]1[CH:7]=[CH:6][CH:5]=[CH:4][CH:3]=1, predict the reactants needed to synthesize it. The reactants are: [CH2:1]([O:8][C:9]([N:11]1[CH2:16][CH2:15][NH:14][CH2:13][CH2:12]1)=[O:10])[C:2]1[CH:7]=[CH:6][CH:5]=[CH:4][CH:3]=1.[CH2:17]([O:19][C:20](=[O:25])[C:21](Br)([CH3:23])[CH3:22])[CH3:18].C(=O)([O-])[O-].[K+].[K+]. (5) Given the product [OH:8][C:7]1[CH:6]=[CH:5][N:4]=[CH:3][C:2]=1[NH:1][S:24]([C:18]1[CH:23]=[CH:22][CH:21]=[CH:20][CH:19]=1)(=[O:26])=[O:25], predict the reactants needed to synthesize it. The reactants are: [NH2:1][C:2]1[CH:3]=[N:4][CH:5]=[CH:6][C:7]=1[OH:8].CCN(C(C)C)C(C)C.[C:18]1([S:24](Cl)(=[O:26])=[O:25])[CH:23]=[CH:22][CH:21]=[CH:20][CH:19]=1. (6) Given the product [Cl:1][C:2]1[CH:3]=[C:4]([CH:19]=[CH:20][C:21]=1[C:22]([N:27]([CH2:28][CH3:29])[CH2:25][CH3:26])=[O:24])[C:5]([NH:7][CH2:8][C:9]1[NH:13][C:12]2[CH:14]=[CH:15][C:16]([Cl:18])=[CH:17][C:11]=2[N:10]=1)=[O:6], predict the reactants needed to synthesize it. The reactants are: [Cl:1][C:2]1[CH:3]=[C:4]([CH:19]=[CH:20][C:21]=1[C:22]([OH:24])=O)[C:5]([NH:7][CH2:8][C:9]1[NH:13][C:12]2[CH:14]=[CH:15][C:16]([Cl:18])=[CH:17][C:11]=2[N:10]=1)=[O:6].[CH2:25]([NH:27][CH2:28][CH3:29])[CH3:26].CN(C(ON1N=NC2C=CC=CC1=2)=[N+](C)C)C.[B-](F)(F)(F)F.C(N(CC)CC)C. (7) Given the product [C:8]([C:10]1[CH:11]=[C:12]([C:20]2[O:24][N:23]=[C:22]([C:25]3[CH:33]=[C:32]4[C:28]([C:29]([CH2:34][CH2:35][C:36]([OH:38])=[O:37])=[CH:30][NH:31]4)=[CH:27][CH:26]=3)[N:21]=2)[CH:13]=[CH:14][C:15]=1[O:16][CH:17]([CH3:19])[CH3:18])#[N:9], predict the reactants needed to synthesize it. The reactants are: FC(F)(F)C(O)=O.[C:8]([C:10]1[CH:11]=[C:12]([C:20]2[O:24][N:23]=[C:22]([C:25]3[CH:33]=[C:32]4[C:28]([C:29]([CH2:34][CH2:35][C:36]([O:38]C(C)(C)C)=[O:37])=[CH:30][NH:31]4)=[CH:27][CH:26]=3)[N:21]=2)[CH:13]=[CH:14][C:15]=1[O:16][CH:17]([CH3:19])[CH3:18])#[N:9]. (8) The reactants are: Cl.Cl.[F:3][C:4]1[CH:9]=[CH:8][C:7]([CH:10]([C:24]2[CH:29]=[CH:28][C:27]([F:30])=[CH:26][CH:25]=2)[N:11]2[CH2:16][CH2:15][N:14]([CH2:17][CH2:18][O:19][CH2:20][C:21](N)=[O:22])[CH2:13][CH2:12]2)=[CH:6][CH:5]=1.[Na].[OH-:32].[Na+].Cl. Given the product [CH:8]1[C:7]([CH:10]([N:11]2[CH2:12][CH2:13][N:14]([CH2:17][CH2:18][O:19][CH2:20][C:21]([OH:32])=[O:22])[CH2:15][CH2:16]2)[C:24]2[CH:25]=[CH:26][C:27]([F:30])=[CH:28][CH:29]=2)=[CH:6][CH:5]=[C:4]([F:3])[CH:9]=1, predict the reactants needed to synthesize it.